The task is: Predict the product of the given reaction.. This data is from Forward reaction prediction with 1.9M reactions from USPTO patents (1976-2016). Given the reactants C(=O)([O-])[O-].[Na+].[Na+].[CH:7]1([CH2:10][O:11][C:12]2[CH:18]=[CH:17][C:15]([NH2:16])=[CH:14][CH:13]=2)[CH2:9][CH2:8]1.[C:19](Cl)(Cl)=[S:20], predict the reaction product. The product is: [CH:7]1([CH2:10][O:11][C:12]2[CH:13]=[CH:14][C:15]([N:16]=[C:19]=[S:20])=[CH:17][CH:18]=2)[CH2:8][CH2:9]1.